From a dataset of Full USPTO retrosynthesis dataset with 1.9M reactions from patents (1976-2016). Predict the reactants needed to synthesize the given product. (1) Given the product [CH3:32][C:2]1([CH3:1])[CH2:3][C:4]2[N:12]=[C:11]([N:13]3[C:18]4[CH:19]=[C:20]([NH:25][C:26]5[CH:31]=[CH:30][CH:29]=[CH:28][CH:27]=5)[CH:21]=[CH:22][C:17]=4[O:16][CH2:15][CH2:14]3)[S:10][C:5]=2[C:6](=[O:9])[CH2:24]1, predict the reactants needed to synthesize it. The reactants are: [CH3:1][C:2]1([CH3:24])CN[C:6](=[O:9])[C:5]2[S:10][C:11]([N:13]3[C:18]4[CH:19]=[C:20](O)[CH:21]=[CH:22][C:17]=4[O:16][CH2:15][CH2:14]3)=[N:12][C:4]=2[CH2:3]1.[NH2:25][C:26]1[CH:31]=[CH:30][CH:29]=[CH:28][CH:27]=1.[CH3:32]C(C)([O-])C.[Na+]. (2) Given the product [CH2:11]([O:18][N:19]1[C:2]2[N:3]=[CH:4][N:5]=[C:6]([Cl:10])[C:7]=2[CH:8]=[C:21]([C:22]([O:24][CH2:25][CH3:26])=[O:23])[C:20]1=[O:27])[C:12]1[CH:13]=[CH:14][CH:15]=[CH:16][CH:17]=1, predict the reactants needed to synthesize it. The reactants are: Cl[C:2]1[C:7]([CH:8]=O)=[C:6]([Cl:10])[N:5]=[CH:4][N:3]=1.[CH2:11]([O:18][NH:19][C:20](=[O:27])[CH2:21][C:22]([O:24][CH2:25][CH3:26])=[O:23])[C:12]1[CH:17]=[CH:16][CH:15]=[CH:14][CH:13]=1.C(N(CC)CC)C.C(OCC)(=O)C.